This data is from Catalyst prediction with 721,799 reactions and 888 catalyst types from USPTO. The task is: Predict which catalyst facilitates the given reaction. Reactant: [C:1]1([N:7]2[CH2:12][CH2:11][NH:10][CH2:9][CH2:8]2)[CH:6]=[CH:5][CH:4]=[CH:3][CH:2]=1.[Br:13][C:14]1[O:18][C:17]([C:19](Cl)=[O:20])=[CH:16][CH:15]=1. Product: [Br:13][C:14]1[O:18][C:17]([C:19]([N:10]2[CH2:11][CH2:12][N:7]([C:1]3[CH:6]=[CH:5][CH:4]=[CH:3][CH:2]=3)[CH2:8][CH2:9]2)=[O:20])=[CH:16][CH:15]=1. The catalyst class is: 4.